From a dataset of Reaction yield outcomes from USPTO patents with 853,638 reactions. Predict the reaction yield, written as a fraction of the theoretical maximum amount of product (1.0 means a 100% yield; for example, 0.34 means a 34% yield). (1) The reactants are [F:1][C:2]1[C:7]([N+:8]([O-])=O)=[CH:6][C:5]([N:11]2[C:15](=[O:16])[N:14]([CH3:17])[N:13]=[N:12]2)=[C:4]([OH:18])[CH:3]=1.CCO.CC(O)=O.CC1C=C2N=C3C(=NC(NC3=O)=O)N(C[C@H](O)[C@H](O)[C@H](O)CO)C2=CC=1C. The catalyst is O.[Pd]. The product is [NH2:8][C:7]1[C:2]([F:1])=[CH:3][C:4]([OH:18])=[C:5]([N:11]2[C:15](=[O:16])[N:14]([CH3:17])[N:13]=[N:12]2)[CH:6]=1. The yield is 0.990. (2) The reactants are C[O:2][C:3]1[CH:4]=[C:5]([CH:21]=[CH:22][C:23]=1[O:24]C)[CH2:6][C:7]1[N:16]2[N:17]=[C:18]([NH2:20])[N:19]=[C:15]2[C:14]2[CH:13]=[CH:12][CH:11]=[CH:10][C:9]=2[N:8]=1.COC1C=C(C=C(OC)C=1)CC1N2N=C(N)N=C2C2C=CC=CC=2N=1. No catalyst specified. The product is [NH2:20][C:18]1[N:19]=[C:15]2[N:16]([C:7]([CH2:6][C:5]3[CH:4]=[C:3]([OH:2])[C:23]([OH:24])=[CH:22][CH:21]=3)=[N:8][C:9]3[CH:10]=[CH:11][CH:12]=[CH:13][C:14]=32)[N:17]=1. The yield is 0.370. (3) The reactants are FC(F)(F)C1C=CC(CBr)=CC=1.Br[CH2:14][C:15]1[N:16]=[CH:17][O:18][C:19]=1[C:20]1[CH:25]=[CH:24][CH:23]=[CH:22][CH:21]=1.[CH3:26][C:27]1[N:28]=[C:29]([N:37]2[CH2:41][CH2:40][NH:39][C:38]2=[O:42])[S:30][C:31]=1[C:32]([O:34][CH2:35][CH3:36])=[O:33]. No catalyst specified. The product is [CH3:26][C:27]1[N:28]=[C:29]([N:37]2[CH2:41][CH2:40][N:39]([CH2:14][C:15]3[N:16]=[CH:17][O:18][C:19]=3[C:20]3[CH:25]=[CH:24][CH:23]=[CH:22][CH:21]=3)[C:38]2=[O:42])[S:30][C:31]=1[C:32]([O:34][CH2:35][CH3:36])=[O:33]. The yield is 0.810. (4) The reactants are [C:1]1([NH:7][N:8]=[CH:9][C:10]2[CH:11]=[CH:12][C:13]3[N:14]([CH2:23][CH3:24])[C:15]4[C:20]([C:21]=3[CH:22]=2)=[CH:19][CH:18]=[CH:17][CH:16]=4)[CH:6]=[CH:5][CH:4]=[CH:3][CH:2]=1.[OH-].[K+].C(=O)([O-])[O-].[K+].[K+].[CH3:33][C:34]([CH3:36])=[O:35]. The catalyst is C(C1OC1)Cl.CCOCC.CCCCCC. The product is [O:35]1[CH2:36][CH:34]1[CH2:33][N:7]([C:1]1[CH:2]=[CH:3][CH:4]=[CH:5][CH:6]=1)[N:8]=[CH:9][C:10]1[CH:11]=[CH:12][C:13]2[N:14]([CH2:23][CH3:24])[C:15]3[C:20]([C:21]=2[CH:22]=1)=[CH:19][CH:18]=[CH:17][CH:16]=3. The yield is 0.812. (5) The reactants are [CH3:1][C:2]1([CH3:19])[C:6]([CH3:8])([CH3:7])[O:5][B:4]([C:9]2[CH:10]=[C:11]([CH2:15][C:16]([OH:18])=[O:17])[CH:12]=[CH:13][CH:14]=2)[O:3]1.C(=O)([O-])[O-].[Cs+].[Cs+].I[CH2:27][CH3:28]. The catalyst is CN(C=O)C.[Cl-].[Na+].O. The product is [CH3:8][C:6]1([CH3:7])[C:2]([CH3:19])([CH3:1])[O:3][B:4]([C:9]2[CH:10]=[C:11]([CH2:15][C:16]([O:18][CH2:27][CH3:28])=[O:17])[CH:12]=[CH:13][CH:14]=2)[O:5]1. The yield is 0.650. (6) The product is [Br:1][C:2]1[CH:9]=[C:6]([C:7]2[O:8][CH:28]=[N:27][CH:26]=2)[CH:5]=[N:4][CH:3]=1. The reactants are [Br:1][C:2]1[CH:3]=[N:4][CH:5]=[C:6]([CH:9]=1)[CH:7]=[O:8].C([O-])([O-])=O.[K+].[K+].CC1C=CC(S([CH2:26][N+:27]#[C-:28])(=O)=O)=CC=1. The catalyst is CO. The yield is 0.500. (7) The catalyst is CC(C)=O.[Ag-]=O. The product is [CH3:19][O:10][C:9](=[O:11])[C@@H:2]([NH:1][C:12]([O:14][C:15]([CH3:18])([CH3:17])[CH3:16])=[O:13])[CH:3]1[CH2:8][CH2:7][CH2:6][CH2:5][CH2:4]1. The reactants are [NH:1]([C:12]([O:14][C:15]([CH3:18])([CH3:17])[CH3:16])=[O:13])[C@H:2]([C:9]([OH:11])=[O:10])[CH:3]1[CH2:8][CH2:7][CH2:6][CH2:5][CH2:4]1.[CH3:19]I.[Al]. The yield is 1.00.